This data is from Catalyst prediction with 721,799 reactions and 888 catalyst types from USPTO. The task is: Predict which catalyst facilitates the given reaction. (1) Reactant: [CH2:1]([C:3]1[CH:8]=[CH:7][CH:6]=[CH:5][N:4]=1)[CH3:2].C([Li])CCC.F[C:15]1[CH:20]=[CH:19][CH:18]=[CH:17][N:16]=1. Product: [CH:1]([C:15]1[CH:20]=[CH:19][CH:18]=[CH:17][N:16]=1)([C:3]1[CH:8]=[CH:7][CH:6]=[CH:5][N:4]=1)[CH3:2]. The catalyst class is: 7. (2) Reactant: [Cl:1][C:2]1[S:33][C:5]2[C:6]3([CH2:16][CH2:15][N:14]([CH2:17][C:18]4[C:19]([CH3:32])=[N:20][N:21]([C:23]5[C:30]([F:31])=[CH:29][CH:28]=[CH:27][C:24]=5[CH:25]=O)[CH:22]=4)[CH2:13][CH2:12]3)[O:7][CH2:8][C:9]([F:11])([F:10])[C:4]=2[CH:3]=1.[CH3:34][O:35][CH2:36][CH2:37][NH2:38]. Product: [Cl:1][C:2]1[S:33][C:5]2[C:6]3([CH2:16][CH2:15][N:14]([CH2:17][C:18]4[C:19]([CH3:32])=[N:20][N:21]([C:23]5[C:30]([F:31])=[CH:29][CH:28]=[CH:27][C:24]=5[CH:25]=[N:38][CH2:37][CH2:36][O:35][CH3:34])[CH:22]=4)[CH2:13][CH2:12]3)[O:7][CH2:8][C:9]([F:11])([F:10])[C:4]=2[CH:3]=1. The catalyst class is: 4. (3) Product: [OH:23][C@@H:18]1[CH2:19][CH2:20][CH2:21][CH2:22][C@H:17]1[O:16][C:10]1[CH:11]=[CH:12][CH:13]=[C:14]2[C:9]=1[C:8](=[O:24])[N:7]([CH2:6][C:5]1[CH:25]=[CH:26][C:2]([C:35]3[CH:36]=[N:37][NH:38][CH:39]=3)=[CH:3][CH:4]=1)[CH2:15]2. Reactant: Br[C:2]1[CH:26]=[CH:25][C:5]([CH2:6][N:7]2[CH2:15][C:14]3[C:9](=[C:10]([O:16][C@@H:17]4[CH2:22][CH2:21][CH2:20][CH2:19][C@H:18]4[OH:23])[CH:11]=[CH:12][CH:13]=3)[C:8]2=[O:24])=[CH:4][CH:3]=1.CC1(C)C(C)(C)OB([C:35]2[CH:36]=[N:37][N:38](C(OC(C)(C)C)=O)[CH:39]=2)O1.C(=O)([O-])[O-].[Na+].[Na+].O. The catalyst class is: 853. (4) Reactant: [OH:1][CH2:2][C:3]1[CH:8]=[CH:7][C:6]([CH:9]([CH2:11][CH2:12][CH2:13][CH2:14][CH2:15][CH2:16][CH2:17][CH2:18][CH2:19][CH2:20][CH3:21])[CH3:10])=[CH:5][CH:4]=1.[H-].[Na+].Br[CH2:25][CH2:26][O:27][Si](C(C)(C)C)(C)C.[F-].C([N+](CCCC)(CCCC)CCCC)CCC. Product: [CH3:10][CH:9]([C:6]1[CH:7]=[CH:8][C:3]([CH2:2][O:1][CH2:25][CH2:26][OH:27])=[CH:4][CH:5]=1)[CH2:11][CH2:12][CH2:13][CH2:14][CH2:15][CH2:16][CH2:17][CH2:18][CH2:19][CH2:20][CH3:21]. The catalyst class is: 118.